Dataset: Full USPTO retrosynthesis dataset with 1.9M reactions from patents (1976-2016). Task: Predict the reactants needed to synthesize the given product. (1) Given the product [CH2:31]([NH:1][C:2]1[CH:7]=[C:6]([CH2:8][CH2:9][C:10]([O:12][CH3:13])=[O:11])[CH:5]=[CH:4][C:3]=1[C:14]1[CH:19]=[CH:18][CH:17]=[C:16]([N:20]([CH3:29])[C:21]([NH:23][CH2:24][CH2:25][CH2:26][CH2:27][CH3:28])=[O:22])[CH:15]=1)[CH2:32][CH2:33][CH3:34], predict the reactants needed to synthesize it. The reactants are: [NH2:1][C:2]1[CH:7]=[C:6]([CH2:8][CH2:9][C:10]([O:12][CH3:13])=[O:11])[CH:5]=[CH:4][C:3]=1[C:14]1[CH:19]=[CH:18][CH:17]=[C:16]([N:20]([CH3:29])[C:21]([NH:23][CH2:24][CH2:25][CH2:26][CH2:27][CH3:28])=[O:22])[CH:15]=1.I[CH2:31][CH2:32][CH2:33][CH3:34].C(N(C(C)C)CC)(C)C.O. (2) The reactants are: C([O-])(=[O:3])C.[Na+].C(=O)(O)[O-].[Na+].[C:11]([O:15][C:16]([N:18]1[CH2:23][CH2:22][N:21]([C:24]2[N:32]=[CH:31][N:30]=[C:29]3[C:25]=2[N:26]=[C:27](Cl)[N:28]3[CH2:33][C:34]2[CH:39]=[CH:38][CH:37]=[CH:36][C:35]=2[C:40]#[N:41])[CH2:20][CH2:19]1)=[O:17])([CH3:14])([CH3:13])[CH3:12]. Given the product [C:11]([O:15][C:16]([N:18]1[CH2:23][CH2:22][N:21]([C:24]2[N:32]=[CH:31][N:30]=[C:29]3[C:25]=2[NH:26][C:27](=[O:3])[N:28]3[CH2:33][C:34]2[CH:39]=[CH:38][CH:37]=[CH:36][C:35]=2[C:40]#[N:41])[CH2:20][CH2:19]1)=[O:17])([CH3:14])([CH3:13])[CH3:12], predict the reactants needed to synthesize it. (3) The reactants are: [CH3:1][C:2]1([CH3:11])[CH2:7][CH2:6][CH2:5][CH:4]([CH:8]([OH:10])[CH3:9])[CH2:3]1.[C:12](O)(=[O:16])[CH:13]([CH3:15])[OH:14]. Given the product [OH:14][CH:13]([CH3:15])[C:12]([O:10][CH:8]([CH:4]1[CH2:5][CH2:6][CH2:7][C:2]([CH3:1])([CH3:11])[CH2:3]1)[CH3:9])=[O:16], predict the reactants needed to synthesize it. (4) Given the product [CH:13]1([N:10]2[CH2:9][C:8]([CH3:19])([CH3:18])[C:7](=[O:20])[N:6]([CH3:47])[C:5]3[C:11]2=[N:12][C:2]([NH:21][C:22]2[CH:43]=[CH:42][C:25]([C:26]([NH:28][CH:29]4[CH2:34][CH2:33][NH:32][CH2:31][CH2:30]4)=[O:27])=[CH:24][C:23]=2[O:44][CH3:45])=[N:3][CH:4]=3)[CH2:17][CH2:16][CH2:15][CH2:14]1, predict the reactants needed to synthesize it. The reactants are: Cl[C:2]1[N:12]=[C:11]2[C:5]([NH:6][C:7](=[O:20])[C:8]([CH3:19])([CH3:18])[CH2:9][N:10]2[CH:13]2[CH2:17][CH2:16][CH2:15][CH2:14]2)=[CH:4][N:3]=1.[NH2:21][C:22]1[CH:43]=[CH:42][C:25]([C:26]([NH:28][CH:29]2[CH2:34][CH2:33][N:32](C(OC(C)(C)C)=O)[CH2:31][CH2:30]2)=[O:27])=[CH:24][C:23]=1[O:44][CH3:45].O.[C:47]1(C)C=CC(S(O)(=O)=O)=CC=1. (5) Given the product [ClH:23].[ClH:23].[N:1]1[CH:6]=[C:5]([C:7]2[CH:8]=[C:9]([C@:13]34[CH2:21][CH2:20][CH2:19][C@H:18]3[CH2:17][S:16][C:15]([NH2:22])=[N:14]4)[CH:10]=[CH:11][CH:12]=2)[CH:4]=[N:3][CH:2]=1, predict the reactants needed to synthesize it. The reactants are: [N:1]1[CH:6]=[C:5]([C:7]2[CH:8]=[C:9]([C@:13]34[CH2:21][CH2:20][CH2:19][C@H:18]3[CH2:17][S:16][C:15]([NH2:22])=[N:14]4)[CH:10]=[CH:11][CH:12]=2)[CH:4]=[N:3][CH:2]=1.[ClH:23]. (6) Given the product [I:1][CH2:2][C:3]1[N:4]=[C:5]([C:14]2[CH:15]=[C:16]([CH3:21])[CH:17]=[CH:18][CH:19]=2)[O:6][C:7]=1[CH3:8], predict the reactants needed to synthesize it. The reactants are: [I:1][CH2:2][C:3]1[N:4]=[C:5]([C:14]2[CH:19]=[CH:18][C:17](C)=[CH:16][CH:15]=2)[O:6][C:7]=1[C:8]1C=CC=CC=1.[CH3:21]/C(/C(C)=O)=N\O.C1(C)C=CC=C(C=O)C=1. (7) Given the product [CH2:26]([N:28]1[CH2:33][CH2:32][N:31]([CH2:12][C@H:13]2[CH2:17][CH2:16][C@@H:15]([NH:18][C:19](=[O:20])[O:21][C:22]([CH3:23])([CH3:24])[CH3:25])[CH2:14]2)[CH2:30][CH2:29]1)[CH3:27], predict the reactants needed to synthesize it. The reactants are: CC1C=CC(S(O[CH2:12][C@H:13]2[CH2:17][CH2:16][C@@H:15]([NH:18][C:19]([O:21][C:22]([CH3:25])([CH3:24])[CH3:23])=[O:20])[CH2:14]2)(=O)=O)=CC=1.[CH2:26]([N:28]1[CH2:33][CH2:32][NH:31][CH2:30][CH2:29]1)[CH3:27].